From a dataset of Forward reaction prediction with 1.9M reactions from USPTO patents (1976-2016). Predict the product of the given reaction. Given the reactants [Br:1][C:2]1[CH:3]=[C:4]([CH:8]([C:13]2[CH:18]=[CH:17][CH:16]=[CH:15][C:14]=2[CH3:19])[CH2:9][C:10](O)=[O:11])[CH:5]=[CH:6][CH:7]=1.Cl.[CH3:21][NH:22][O:23][CH3:24], predict the reaction product. The product is: [Br:1][C:2]1[CH:3]=[C:4]([CH:8]([C:13]2[CH:18]=[CH:17][CH:16]=[CH:15][C:14]=2[CH3:19])[CH2:9][C:10]([N:22]([O:23][CH3:24])[CH3:21])=[O:11])[CH:5]=[CH:6][CH:7]=1.